This data is from Reaction yield outcomes from USPTO patents with 853,638 reactions. The task is: Predict the reaction yield, written as a fraction of the theoretical maximum amount of product (1.0 means a 100% yield; for example, 0.34 means a 34% yield). (1) The reactants are [OH:1][CH2:2][C@@H:3]1[CH2:7][N:6]([C:8]([O:10][C:11]([CH3:14])([CH3:13])[CH3:12])=[O:9])[C@H:5]([C:15]([O:17][CH3:18])=[O:16])[CH2:4]1.[C:19](C1C=CC=C(C(C)(C)C)N=1)(C)(C)C.CI. The catalyst is C(Cl)Cl.C(S([O-])(=O)=O)(F)(F)F.[Ag+]. The product is [CH3:19][O:1][CH2:2][C@@H:3]1[CH2:7][N:6]([C:8]([O:10][C:11]([CH3:13])([CH3:14])[CH3:12])=[O:9])[C@H:5]([C:15]([O:17][CH3:18])=[O:16])[CH2:4]1. The yield is 0.780. (2) The reactants are C(O)(C(F)(F)F)=O.[F:8][C:9]1[CH:14]=[CH:13][CH:12]=[CH:11][C:10]=1[NH:15][C:16]1[O:20][C:19]([C:21]([NH:23][C:24]2[CH:25]=[CH:26][C:27]([N:30]3[CH2:35][CH2:34][CH:33]([C:36]([O:38]C(C)(C)C)=[O:37])[CH2:32][CH2:31]3)=[N:28][CH:29]=2)=[O:22])=[N:18][N:17]=1.[ClH:43]. The catalyst is C(Cl)Cl.O1CCOCC1. The product is [ClH:43].[F:8][C:9]1[CH:14]=[CH:13][CH:12]=[CH:11][C:10]=1[NH:15][C:16]1[O:20][C:19]([C:21]([NH:23][C:24]2[CH:25]=[CH:26][C:27]([N:30]3[CH2:31][CH2:32][CH:33]([C:36]([OH:38])=[O:37])[CH2:34][CH2:35]3)=[N:28][CH:29]=2)=[O:22])=[N:18][N:17]=1. The yield is 0.420.